Task: Regression. Given a peptide amino acid sequence and an MHC pseudo amino acid sequence, predict their binding affinity value. This is MHC class II binding data.. Dataset: Peptide-MHC class II binding affinity with 134,281 pairs from IEDB (1) The peptide sequence is KGLHHLQIILSGKMA. The MHC is H-2-IAb with pseudo-sequence H-2-IAb. The binding affinity (normalized) is 0.100. (2) The peptide sequence is NRNNTFKPFAEYKSD. The MHC is DRB1_1001 with pseudo-sequence DRB1_1001. The binding affinity (normalized) is 0.481. (3) The peptide sequence is EAAFNKAIKESTGGA. The MHC is DRB1_0401 with pseudo-sequence DRB1_0401. The binding affinity (normalized) is 0.321. (4) The peptide sequence is TPFPHRKGVLFNIQYVNYWF. The MHC is DRB1_1201 with pseudo-sequence DRB1_1201. The binding affinity (normalized) is 0.611.